From a dataset of Reaction yield outcomes from USPTO patents with 853,638 reactions. Predict the reaction yield, written as a fraction of the theoretical maximum amount of product (1.0 means a 100% yield; for example, 0.34 means a 34% yield). The reactants are [I:1][C:2]1[CH:3]=[CH:4][C:5]([CH3:13])=[C:6]([CH:12]=1)[C:7](OCC)=[O:8].[BH4-].[Li+]. The catalyst is C1COCC1. The product is [I:1][C:2]1[CH:3]=[CH:4][C:5]([CH3:13])=[C:6]([CH2:7][OH:8])[CH:12]=1. The yield is 0.970.